Dataset: Forward reaction prediction with 1.9M reactions from USPTO patents (1976-2016). Task: Predict the product of the given reaction. (1) Given the reactants [CH:1]1([NH:4][C:5]2[CH:10]=[C:9]([F:11])[CH:8]=[CH:7][C:6]=2[NH:12][C:13]([C:15]2[CH:16]=[N:17][CH:18]=[C:19]([F:21])[CH:20]=2)=O)[CH2:3][CH2:2]1, predict the reaction product. The product is: [CH:1]1([N:4]2[C:5]3[CH:10]=[C:9]([F:11])[CH:8]=[CH:7][C:6]=3[N:12]=[C:13]2[C:15]2[CH:16]=[N:17][CH:18]=[C:19]([F:21])[CH:20]=2)[CH2:3][CH2:2]1. (2) Given the reactants B(F)(F)F.CCOCC.N[C:11]1[C:12]([Cl:19])=[CH:13][C:14]([Cl:18])=[C:15]([OH:17])[CH:16]=1.N(OCCC(C)C)=O.[Na+].[I-:29], predict the reaction product. The product is: [Cl:18][C:14]1[CH:13]=[C:12]([Cl:19])[C:11]([I:29])=[CH:16][C:15]=1[OH:17]. (3) The product is: [OH:27][NH:26][C:17](=[O:24])[CH2:18][CH2:19][CH2:20][CH2:21][CH2:22][CH2:23][C:12](=[O:13])[C:11]1[CH:15]=[CH:16][C:8]([O:1][C:2]2[CH:7]=[CH:6][CH:5]=[CH:4][CH:3]=2)=[CH:9][CH:10]=1. Given the reactants [O:1]([C:8]1[CH:16]=[CH:15][C:11]([C:12](Cl)=[O:13])=[CH:10][CH:9]=1)[C:2]1[CH:7]=[CH:6][CH:5]=[CH:4][CH:3]=1.[C:17](Cl)(=[O:24])[C:18]1[CH:23]=[CH:22][CH:21]=[CH:20][CH:19]=1.[NH2:26][OH:27].Cl, predict the reaction product.